This data is from Catalyst prediction with 721,799 reactions and 888 catalyst types from USPTO. The task is: Predict which catalyst facilitates the given reaction. (1) Reactant: [F:1][C:2]1[CH:3]=[CH:4][C:5]2[N:6]([CH:8]=[N:9][C:10]=2[C:11]2[N:12]=[C:13]3[C:19]([CH:20]=[O:21])=[CH:18][N:17]([CH2:22][O:23][CH2:24][CH2:25][Si:26]([CH3:29])([CH3:28])[CH3:27])[C:14]3=[N:15][CH:16]=2)[CH:7]=1.S(=O)(=O)(O)N.[Cl:35]([O-])=O.[Na+].P([O-])(O)(O)=O.[K+].[OH2:45]. Product: [Cl:35][C:8]1[N:6]2[CH:7]=[C:2]([F:1])[CH:3]=[CH:4][C:5]2=[C:10]([C:11]2[N:12]=[C:13]3[C:19]([C:20]([OH:21])=[O:45])=[CH:18][N:17]([CH2:22][O:23][CH2:24][CH2:25][Si:26]([CH3:29])([CH3:28])[CH3:27])[C:14]3=[N:15][CH:16]=2)[N:9]=1. The catalyst class is: 1. (2) Reactant: [O:1]=[C:2]([C:7]1[CH:12]=[CH:11][CH:10]=[CH:9][CH:8]=1)[C:3]([O:5][CH3:6])=[O:4].C[Si]([N:17]([Si](C)(C)C)[C:18]1[CH:19]=[C:20]([Mg]Cl)[CH:21]=[CH:22][CH:23]=1)(C)C.C1COCC1. Product: [NH2:17][C:18]1[CH:19]=[C:20]([C:2]([OH:1])([C:7]2[CH:8]=[CH:9][CH:10]=[CH:11][CH:12]=2)[C:3]([O:5][CH3:6])=[O:4])[CH:21]=[CH:22][CH:23]=1. The catalyst class is: 3.